This data is from Catalyst prediction with 721,799 reactions and 888 catalyst types from USPTO. The task is: Predict which catalyst facilitates the given reaction. (1) Reactant: Cl[C:2]1[C:7]2[O:8][C:9]3[CH2:14][CH2:13][N:12]([C:15]([O:17][C:18]([CH3:21])([CH3:20])[CH3:19])=[O:16])[CH2:11][C:10]=3[C:6]=2[CH:5]=[C:4]([S:22]([C:25]2[CH:30]=[CH:29][CH:28]=[CH:27][CH:26]=2)(=[O:24])=[O:23])[CH:3]=1.[OH-:31].[K+].C(P(C(C)(C)C)C1C(C)=C(C)C(C)=C(C)C=1C1C(C(C)C)=CC(C(C)C)=CC=1C(C)C)(C)(C)C.Cl. Product: [OH:31][C:2]1[C:7]2[O:8][C:9]3[CH2:14][CH2:13][N:12]([C:15]([O:17][C:18]([CH3:21])([CH3:20])[CH3:19])=[O:16])[CH2:11][C:10]=3[C:6]=2[CH:5]=[C:4]([S:22]([C:25]2[CH:30]=[CH:29][CH:28]=[CH:27][CH:26]=2)(=[O:24])=[O:23])[CH:3]=1. The catalyst class is: 127. (2) The catalyst class is: 11. Reactant: [I:1][C:2]1[CH:7]=[CH:6][C:5]([CH:8]2[CH:17]([C:18]3[CH:23]=[CH:22][C:21]([O:24]C4CCCCO4)=[CH:20][CH:19]=3)[C:16]([C:32]([F:35])([F:34])[F:33])(O)[C:15]3[C:10](=[CH:11][CH:12]=[C:13]([O:36]C4CCCCO4)[CH:14]=3)[O:9]2)=[CH:4][CH:3]=1.CC1C=CC(S(O)(=O)=O)=CC=1. Product: [OH:24][C:21]1[CH:20]=[CH:19][C:18]([C:17]2[CH:8]([C:5]3[CH:4]=[CH:3][C:2]([I:1])=[CH:7][CH:6]=3)[O:9][C:10]3[C:15]([C:16]=2[C:32]([F:35])([F:33])[F:34])=[CH:14][C:13]([OH:36])=[CH:12][CH:11]=3)=[CH:23][CH:22]=1. (3) Reactant: [CH:1]12[O:8][CH:5]([CH2:6][CH2:7]1)[CH2:4][N:3]([C:9]1[CH:14]=[C:13](Cl)[N:12]=[C:11]([OH:16])[N:10]=1)[CH2:2]2.[H-].[Na+].[H][H]. Product: [CH:1]12[O:8][CH:5]([CH2:6][CH2:7]1)[CH2:4][N:3]([C:9]1[CH:14]=[C:13]([O:8][CH:5]([CH3:6])[CH3:4])[N:12]=[C:11]([OH:16])[N:10]=1)[CH2:2]2. The catalyst class is: 41. (4) Reactant: [Cl:1][C:2]1[CH:7]=[C:6]([C:8]2[C:17]3[C:12](=[CH:13][C:14]([S:18](OC4C(F)=C(F)C(F)=C(F)C=4F)(=[O:20])=[O:19])=[CH:15][CH:16]=3)[C:11]([O:33][CH3:34])=[N:10][N:9]=2)[C:5]([O:35][CH3:36])=[CH:4][C:3]=1[C:37]1[CH:42]=[CH:41][CH:40]=[C:39]([F:43])[CH:38]=1.[O:44]1[CH:48]=[CH:47][C:46]([NH2:49])=[N:45]1.C[Si]([N-][Si](C)(C)C)(C)C.[Li+]. Product: [Cl:1][C:2]1[CH:7]=[C:6]([C:8]2[C:17]3[C:12](=[CH:13][C:14]([S:18]([NH:49][C:46]4[CH:47]=[CH:48][O:44][N:45]=4)(=[O:20])=[O:19])=[CH:15][CH:16]=3)[C:11]([O:33][CH3:34])=[N:10][N:9]=2)[C:5]([O:35][CH3:36])=[CH:4][C:3]=1[C:37]1[CH:42]=[CH:41][CH:40]=[C:39]([F:43])[CH:38]=1. The catalyst class is: 1. (5) Reactant: [Cl:1][C:2]1[C:11]([CH2:12][NH:13][CH2:14][CH3:15])=[CH:10][C:9]2[C:4](=[CH:5][CH:6]=[CH:7][CH:8]=2)[N:3]=1.[C:16](O[C:16]([O:18][C:19]([CH3:22])([CH3:21])[CH3:20])=[O:17])([O:18][C:19]([CH3:22])([CH3:21])[CH3:20])=[O:17]. Product: [C:19]([O:18][C:16](=[O:17])[N:13]([CH2:12][C:11]1[C:2]([Cl:1])=[N:3][C:4]2[C:9]([CH:10]=1)=[CH:8][CH:7]=[CH:6][CH:5]=2)[CH2:14][CH3:15])([CH3:22])([CH3:21])[CH3:20]. The catalyst class is: 2. (6) Reactant: [OH:1][CH2:2][C:3]#[C:4][C:5]1[CH:6]=[C:7]2[C:11](=[CH:12][CH:13]=1)[C:10](=[O:14])[CH2:9][CH2:8]2.Cl[Si:16]([C:19]([CH3:22])([CH3:21])[CH3:20])([CH3:18])[CH3:17].N1C=CN=C1. Product: [CH3:20][C:19]([Si:16]([CH3:18])([CH3:17])[O:1][CH2:2][CH2:3][CH2:4][C:5]1[CH:6]=[C:7]2[C:11](=[CH:12][CH:13]=1)[C:10](=[O:14])[CH2:9][CH2:8]2)([CH3:22])[CH3:21]. The catalyst class is: 3.